Predict the reactants needed to synthesize the given product. From a dataset of Full USPTO retrosynthesis dataset with 1.9M reactions from patents (1976-2016). (1) Given the product [Cl:3][C:11]1[C:10]2[C:15](=[CH:16][C:7]([Cl:6])=[CH:8][CH:9]=2)[N:14]=[CH:13][CH:12]=1, predict the reactants needed to synthesize it. The reactants are: P(Cl)(Cl)([Cl:3])=O.[Cl:6][C:7]1[CH:16]=[C:15]2[C:10]([C:11](O)=[CH:12][CH:13]=[N:14]2)=[CH:9][CH:8]=1. (2) Given the product [N:27]1[CH:32]=[CH:31][C:30]([C:2]2[CH:26]=[C:5]3[CH2:6][N:7]([C:11]([O:13][CH2:14][C:15]4[CH:20]=[C:19]([C:21]([F:24])([F:23])[F:22])[CH:18]=[C:17]([Cl:25])[CH:16]=4)=[O:12])[CH2:8][CH2:9][CH2:10][N:4]3[N:3]=2)=[CH:29][CH:28]=1, predict the reactants needed to synthesize it. The reactants are: Br[C:2]1[CH:26]=[C:5]2[CH2:6][N:7]([C:11]([O:13][CH2:14][C:15]3[CH:20]=[C:19]([C:21]([F:24])([F:23])[F:22])[CH:18]=[C:17]([Cl:25])[CH:16]=3)=[O:12])[CH2:8][CH2:9][CH2:10][N:4]2[N:3]=1.[N:27]1[CH:32]=[CH:31][C:30](B(O)O)=[CH:29][CH:28]=1.C([O-])([O-])=O.[K+].[K+]. (3) The reactants are: [CH2:1]([O:4][C:5]1[CH:14]=[N:13][C:12]2[C:11](=O)[NH:10][CH:9]=[N:8][C:7]=2[CH:6]=1)[C:2]#[CH:3].C(N(CC)C(C)C)(C)C.P(Cl)(Cl)([Cl:27])=O.C([O-])(O)=O.[Na+]. Given the product [Cl:27][C:11]1[C:12]2[N:13]=[CH:14][C:5]([O:4][CH2:1][C:2]#[CH:3])=[CH:6][C:7]=2[N:8]=[CH:9][N:10]=1, predict the reactants needed to synthesize it. (4) Given the product [CH3:22][N:23]([CH3:27])[CH2:24][CH2:25][NH:26][CH2:16][CH2:15][N:14]1[C:13]2[C:8]([C:9](=[O:19])[NH:10][C:11](=[O:18])[N:12]=2)=[N:7][C:6]2[CH:20]=[C:2]([CH3:1])[C:3]([CH3:21])=[CH:4][C:5]1=2, predict the reactants needed to synthesize it. The reactants are: [CH3:1][C:2]1[C:3]([CH3:21])=[CH:4][C:5]2[N:14]([CH2:15][CH:16]=O)[C:13]3[C:8]([C:9](=[O:19])[NH:10][C:11](=[O:18])[N:12]=3)=[N:7][C:6]=2[CH:20]=1.[CH3:22][N:23]([CH3:27])[CH2:24][CH2:25][NH2:26]. (5) Given the product [CH2:1]([O:3][C:4](=[O:31])[C@@:5]([NH:23][C:24]([O:26][C:27]([CH3:30])([CH3:29])[CH3:28])=[O:25])([CH3:22])[CH2:6][CH2:7][C:8]1[CH:13]=[CH:12][C:11]([O:14][S:47]([C:46]([F:59])([F:58])[F:45])(=[O:49])=[O:48])=[CH:10][CH:9]=1)[CH3:2], predict the reactants needed to synthesize it. The reactants are: [CH2:1]([O:3][C:4](=[O:31])[C@@:5]([NH:23][C:24]([O:26][C:27]([CH3:30])([CH3:29])[CH3:28])=[O:25])([CH3:22])[CH2:6][CH2:7][C:8]1[CH:13]=[CH:12][C:11]([O:14]CC2C=CC=CC=2)=[CH:10][CH:9]=1)[CH3:2].C1(O)C=CC=CC=1.N1C=CC=CC=1.[F:45][C:46]([F:59])([F:58])[S:47](O[S:47]([C:46]([F:59])([F:58])[F:45])(=[O:49])=[O:48])(=[O:49])=[O:48]. (6) Given the product [CH2:13]([N:15]1[C:19]2[N:20]=[C:21]([C:31]3[CH:37]=[CH:36][C:34]([NH:35][C:5]([NH:49][C:48]4[CH:47]=[CH:46][C:45]([N:42]5[CH2:41][CH2:40][N:39]([CH3:38])[CH2:44][CH2:43]5)=[CH:51][CH:50]=4)=[O:11])=[CH:33][CH:32]=3)[N:22]=[C:23]([N:24]3[CH2:29][CH2:28][O:27][CH2:26][C@@H:25]3[CH3:30])[C:18]=2[N:17]=[N:16]1)[CH3:14], predict the reactants needed to synthesize it. The reactants are: ClC(Cl)(O[C:5](=[O:11])OC(Cl)(Cl)Cl)Cl.[CH2:13]([N:15]1[C:19]2[N:20]=[C:21]([C:31]3[CH:37]=[CH:36][C:34]([NH2:35])=[CH:33][CH:32]=3)[N:22]=[C:23]([N:24]3[CH2:29][CH2:28][O:27][CH2:26][C@@H:25]3[CH3:30])[C:18]=2[N:17]=[N:16]1)[CH3:14].[CH3:38][N:39]1[CH2:44][CH2:43][N:42]([C:45]2[CH:51]=[CH:50][C:48]([NH2:49])=[CH:47][CH:46]=2)[CH2:41][CH2:40]1.CCN(CC)CC. (7) Given the product [CH3:18][N:16]1[C:17]2[C:9]3=[C:8]([O:26][CH2:23][CH2:24][CH3:25])[S:7][C:6]([C:4]([O:3][CH2:1][CH3:2])=[O:5])=[C:10]3[CH2:11][CH2:12][C:13]=2[CH:14]=[N:15]1, predict the reactants needed to synthesize it. The reactants are: [CH2:1]([O:3][C:4]([C:6]1[S:7][C:8](S(C)(=O)=O)=[C:9]2[C:17]3[N:16]([CH3:18])[N:15]=[CH:14][C:13]=3[CH2:12][CH2:11][C:10]=12)=[O:5])[CH3:2].[CH2:23]([OH:26])[CH2:24][CH3:25].[H-].[Na+].Cl.